This data is from Forward reaction prediction with 1.9M reactions from USPTO patents (1976-2016). The task is: Predict the product of the given reaction. (1) Given the reactants [F:1][C:2]([F:7])([F:6])[C:3]([OH:5])=[O:4].[CH3:8][O:9][C:10]1[CH:15]=[CH:14][CH:13]=[CH:12][C:11]=1[C:16]1[N:24]2[C:19]([CH:20]=[N:21][C:22]([NH:25][C:26]3[CH:31]=[CH:30][C:29]([N:32]4[CH2:37][CH2:36][CH2:35][CH:34](C(N5CCN(C)CC5)=O)[CH2:33]4)=[CH:28][CH:27]=3)=[N:23]2)=[CH:18][CH:17]=1.NC1C=CC(N2CCC([C:60]([N:62]3[CH2:67][CH2:66][N:65]([CH3:68])[CH2:64][CH2:63]3)=[O:61])CC2)=CC=1, predict the reaction product. The product is: [F:1][C:2]([F:7])([F:6])[C:3]([OH:5])=[O:4].[CH3:8][O:9][C:10]1[CH:15]=[CH:14][CH:13]=[CH:12][C:11]=1[C:16]1[N:24]2[C:19]([CH:20]=[N:21][C:22]([NH:25][C:26]3[CH:31]=[CH:30][C:29]([N:32]4[CH2:37][CH2:36][CH:35]([C:60]([N:62]5[CH2:67][CH2:66][N:65]([CH3:68])[CH2:64][CH2:63]5)=[O:61])[CH2:34][CH2:33]4)=[CH:28][CH:27]=3)=[N:23]2)=[CH:18][CH:17]=1. (2) Given the reactants [CH2:1]1[C:10]2[C:5](=[CH:6][CH:7]=[CH:8][CH:9]=2)[CH2:4][CH2:3][NH:2]1.FC(F)(F)S(O[C:17]1[CH:22]=[CH:21][CH:20]=[CH:19][C:18]=1[Si](C)(C)C)(=O)=O.[F-].[K+].C1O[CH2:47][CH2:46]OCCOCCOCCOCCOC1, predict the reaction product. The product is: [C:17]1([N:2]([CH2:1][C:10]2[CH:9]=[CH:8][CH:7]=[CH:6][C:5]=2[CH:4]=[CH2:3])[C:47]2[CH:46]=[CH:6][CH:5]=[CH:4][CH:3]=2)[CH:22]=[CH:21][CH:20]=[CH:19][CH:18]=1. (3) The product is: [N:1]1([C:7]([C:9]2[S:13][C:12]([C:14]#[N:16])=[CH:11][CH:10]=2)=[O:8])[CH2:6][CH2:5][CH2:4][CH2:3][CH2:2]1. Given the reactants [N:1]1([C:7]([C:9]2[S:13][C:12]([CH:14]=O)=[CH:11][CH:10]=2)=[O:8])[CH2:6][CH2:5][CH2:4][CH2:3][CH2:2]1.[N:16]1C=CC=CC=1.Cl.NO, predict the reaction product. (4) The product is: [Cl:43][C:20]1[N:15]2[N:14]=[C:13]([CH3:12])[C:28]([CH2:29][C:30]3[CH:35]=[CH:34][CH:33]=[C:32]([C:36]([F:39])([F:38])[F:37])[C:31]=3[CH3:40])=[C:16]2[N:17]=[C:18]([CH:22]2[CH2:27][CH2:26][O:25][CH2:24][CH2:23]2)[CH:19]=1. Given the reactants C(N(CC)C1C=CC=CC=1)C.[CH3:12][C:13]1[C:28]([CH2:29][C:30]2[CH:35]=[CH:34][CH:33]=[C:32]([C:36]([F:39])([F:38])[F:37])[C:31]=2[CH3:40])=[C:16]2[NH:17][C:18]([CH:22]3[CH2:27][CH2:26][O:25][CH2:24][CH2:23]3)=[CH:19][C:20](=O)[N:15]2[N:14]=1.P(Cl)(Cl)([Cl:43])=O, predict the reaction product. (5) Given the reactants [O:1]=[S:2]1(=[O:8])[CH2:6][CH2:5][C@H:4]([NH2:7])[CH2:3]1.[Br:9][C:10]1[CH:15]=[CH:14][C:13]([S:16](Cl)(=[O:18])=[O:17])=[CH:12][CH:11]=1.C(N(CC)CC)C.O, predict the reaction product. The product is: [Br:9][C:10]1[CH:15]=[CH:14][C:13]([S:16]([NH:7][C@H:4]2[CH2:5][CH2:6][S:2](=[O:8])(=[O:1])[CH2:3]2)(=[O:18])=[O:17])=[CH:12][CH:11]=1. (6) The product is: [NH:14]1[C:10]([C:7]2[CH:8]=[CH:9][C:4]([NH2:1])=[CH:5][CH:6]=2)=[N:11][N:12]=[N:13]1. Given the reactants [N+:1]([C:4]1[CH:9]=[CH:8][C:7]([C:10]2[NH:14][N:13]=[N:12][N:11]=2)=[CH:6][CH:5]=1)([O-])=O, predict the reaction product. (7) Given the reactants [CH2:1]([O:8][C:9]1[CH:14]=[CH:13][C:12]([N:15]2[CH:19]=[C:18](C=O)[CH:17]=[N:16]2)=[CH:11][CH:10]=1)[C:2]1[CH:7]=[CH:6][CH:5]=[CH:4][CH:3]=1.C1C=C(Cl)C=C([C:29](OO)=[O:30])C=1, predict the reaction product. The product is: [CH2:1]([O:8][C:9]1[CH:10]=[CH:11][C:12]([N:15]2[CH:19]=[C:18]([O:30][CH3:29])[CH:17]=[N:16]2)=[CH:13][CH:14]=1)[C:2]1[CH:3]=[CH:4][CH:5]=[CH:6][CH:7]=1. (8) Given the reactants [H-].[H-].[H-].[H-].[Li+].[Al+3].[CH2:7]1[O:20][C:19]2[CH:18]=[CH:17][C:11]([C:12](OCC)=[O:13])=[CH:10][C:9]=2[O:8]1.[OH-].[Na+], predict the reaction product. The product is: [CH2:7]1[O:8][C:9]2[CH:10]=[C:11]([CH2:12][OH:13])[CH:17]=[CH:18][C:19]=2[O:20]1.